Dataset: Reaction yield outcomes from USPTO patents with 853,638 reactions. Task: Predict the reaction yield, written as a fraction of the theoretical maximum amount of product (1.0 means a 100% yield; for example, 0.34 means a 34% yield). (1) The reactants are S(Cl)(Cl)=O.Cl.[CH2:6]([C:8]1[C:9](=[O:17])[NH:10][CH:11]=[C:12]([C:14]([OH:16])=[O:15])[N:13]=1)[CH3:7].[CH3:18]O. No catalyst specified. The product is [CH2:6]([C:8]1[C:9](=[O:17])[NH:10][CH:11]=[C:12]([C:14]([O:16][CH3:18])=[O:15])[N:13]=1)[CH3:7]. The yield is 0.540. (2) The reactants are [C:1](N1C=CN=C1)([N:3]1C=CN=[CH:4]1)=O.[NH:13]1[C:17]2[CH:18]=[CH:19][CH:20]=[CH:21][C:16]=2[N:15]=[C:14]1[C:22]1[C:30]2[C:25](=[CH:26][CH:27]=[C:28]([C:31]([OH:33])=O)[CH:29]=2)[NH:24][N:23]=1. The catalyst is CN(C=O)C. The product is [NH:13]1[C:17]2[CH:18]=[CH:19][CH:20]=[CH:21][C:16]=2[N:15]=[C:14]1[C:22]1[C:30]2[C:25](=[CH:26][CH:27]=[C:28]([C:31]([N:3]([CH3:4])[CH3:1])=[O:33])[CH:29]=2)[NH:24][N:23]=1. The yield is 0.240. (3) The reactants are [NH2:1][CH2:2][CH2:3][OH:4].C(=O)([O-])[O-].[K+].[K+].[Br:11][C:12]1[CH:13]=[C:14]([C:20]([O:22][CH3:23])=[O:21])[CH:15]=[N:16][C:17]=1[CH2:18]Br. The catalyst is CC#N. The product is [Br:11][C:12]1[CH:13]=[C:14]([C:20]([O:22][CH3:23])=[O:21])[CH:15]=[N:16][C:17]=1[CH2:18][NH:1][CH2:2][CH2:3][OH:4]. The yield is 0.500. (4) The reactants are [CH3:1][O:2][C:3]1[CH:4]=[C:5]2[C:10](=[CH:11][C:12]=1[O:13][CH3:14])[N:9]=[CH:8][N:7]=[C:6]2[O:15][C:16]1[CH:17]=[C:18]([CH:20]=[CH:21][CH:22]=1)[NH2:19].[F:23][C:24]([F:35])([F:34])[C:25]1[CH:30]=[CH:29][C:28]([N:31]=[C:32]=[O:33])=[CH:27][CH:26]=1. No catalyst specified. The product is [CH3:1][O:2][C:3]1[CH:4]=[C:5]2[C:10](=[CH:11][C:12]=1[O:13][CH3:14])[N:9]=[CH:8][N:7]=[C:6]2[O:15][C:16]1[CH:17]=[C:18]([NH:19][C:32]([NH:31][C:28]2[CH:27]=[CH:26][C:25]([C:24]([F:23])([F:34])[F:35])=[CH:30][CH:29]=2)=[O:33])[CH:20]=[CH:21][CH:22]=1. The yield is 0.820. (5) The reactants are C(C1C=CC(Br)=CC=1O)C=C.ClC1C=C(C=CC=1)C(OO)=O.C(=O)([O-])[O-].[K+].[K+].ClC1C2OC(CO)CC=2C(C(F)(F)F)=CC=1.[Br:45][C:46]1[C:51]2[CH2:52][CH:53]([CH2:55][OH:56])[O:54][C:50]=2[CH:49]=[CH:48][CH:47]=1.[C:57]1([CH3:67])[CH:62]=[CH:61][C:60]([S:63](Cl)(=[O:65])=[O:64])=[CH:59][CH:58]=1.CC1C=CC(S(OCC2CC3C(C(F)(F)F)=CC=C(Cl)C=3O2)(=O)=O)=CC=1. No catalyst specified. The product is [CH3:67][C:57]1[CH:62]=[CH:61][C:60]([S:63]([O:56][CH2:55][CH:53]2[CH2:52][C:51]3[C:46]([Br:45])=[CH:47][CH:48]=[CH:49][C:50]=3[O:54]2)(=[O:65])=[O:64])=[CH:59][CH:58]=1. The yield is 0.780.